Dataset: hERG Central: cardiac toxicity at 1µM, 10µM, and general inhibition. Task: Predict hERG channel inhibition at various concentrations. The molecule is COc1ccc(C(=O)C2CCN(CC(=O)Nc3ccc(C)cc3)CC2)cc1. Results: hERG_inhib (hERG inhibition (general)): blocker.